Dataset: Full USPTO retrosynthesis dataset with 1.9M reactions from patents (1976-2016). Task: Predict the reactants needed to synthesize the given product. (1) Given the product [CH3:19][N:14]([CH2:15][C:16]([OH:18])=[O:17])[S:11]([C:9]1[CH:8]=[CH:7][CH:6]=[C:5]2[C:10]=1[N:1]=[CH:2][CH:3]=[CH:4]2)(=[O:12])=[O:13], predict the reactants needed to synthesize it. The reactants are: [N:1]1[C:10]2[C:5](=[CH:6][CH:7]=[CH:8][C:9]=2[S:11]([NH:14][CH2:15][C:16]([OH:18])=[O:17])(=[O:13])=[O:12])[CH:4]=[CH:3][CH:2]=1.[CH3:19]I.[OH-].[Na+]. (2) Given the product [CH3:24][O:25][C:26](=[O:47])[C@H:27]([CH2:39][C:40]1[CH:41]=[CH:42][C:43]([C:10]2[CH:11]=[CH:12][CH:13]=[CH:14][C:9]=2[S:6](=[O:8])(=[O:7])[NH:5][C:1]([CH3:4])([CH3:3])[CH3:2])=[CH:44][CH:45]=1)[NH:28][C:29](=[O:38])[C:30]1[C:31]([Cl:37])=[CH:32][CH:33]=[CH:34][C:35]=1[Cl:36], predict the reactants needed to synthesize it. The reactants are: [C:1]([NH:5][S:6]([C:9]1[CH:14]=[CH:13][CH:12]=[CH:11][C:10]=1B(O)O)(=[O:8])=[O:7])([CH3:4])([CH3:3])[CH3:2].C([O-])([O-])=O.[K+].[K+].[CH3:24][O:25][C:26](=[O:47])[C@H:27]([CH2:39][C:40]1[CH:45]=[CH:44][C:43](Br)=[CH:42][CH:41]=1)[NH:28][C:29](=[O:38])[C:30]1[C:35]([Cl:36])=[CH:34][CH:33]=[CH:32][C:31]=1[Cl:37]. (3) Given the product [OH:19][CH:20]([CH2:33][N:34]1[CH2:35][CH2:36][CH2:37][CH2:38]1)[CH2:21][NH:22][C:23]([C:25]1[CH:29]=[C:28]([CH3:30])[NH:27][C:26]=1/[CH:31]=[C:11]1\[C:12](=[O:18])[NH:13][C:14]2[C:10]\1=[C:9]([C:4]1[CH:5]=[CH:6][C:7]([F:8])=[C:2]([Cl:1])[CH:3]=1)[CH:17]=[CH:16][CH:15]=2)=[O:24], predict the reactants needed to synthesize it. The reactants are: [Cl:1][C:2]1[CH:3]=[C:4]([C:9]2[CH:17]=[CH:16][CH:15]=[C:14]3[C:10]=2[CH2:11][C:12](=[O:18])[NH:13]3)[CH:5]=[CH:6][C:7]=1[F:8].[OH:19][CH:20]([CH2:33][N:34]1[CH2:38][CH2:37][CH2:36][CH2:35]1)[CH2:21][NH:22][C:23]([C:25]1[CH:29]=[C:28]([CH3:30])[NH:27][C:26]=1[CH:31]=O)=[O:24].N1CCCCC1.